From a dataset of Reaction yield outcomes from USPTO patents with 853,638 reactions. Predict the reaction yield, written as a fraction of the theoretical maximum amount of product (1.0 means a 100% yield; for example, 0.34 means a 34% yield). The reactants are Br[C:2]1[CH:10]=[C:9]2[C:5]([CH:6]=[CH:7][NH:8]2)=[CH:4][CH:3]=1.[C:11](=[O:14])([O-])[O-].[K+].[K+]. No catalyst specified. The product is [NH:8]1[C:9]2[C:5](=[CH:4][CH:3]=[C:2]([C:2]3[CH:10]=[CH:9][C:5]([CH:11]=[O:14])=[CH:4][CH:3]=3)[CH:10]=2)[CH:6]=[CH:7]1. The yield is 0.750.